This data is from Forward reaction prediction with 1.9M reactions from USPTO patents (1976-2016). The task is: Predict the product of the given reaction. (1) Given the reactants C([O:3][C:4]([C:6]1[N:7]([C:25]2[CH:30]=[CH:29][C:28]([O:31][CH:32]([CH3:34])[CH3:33])=[CH:27][CH:26]=2)[C:8]2[C:13]([C:14]=1[Cl:15])=[CH:12][C:11](B1OC(C)(C)C(C)(C)O1)=[CH:10][CH:9]=2)=[O:5])C.Br[C:36]1[CH:37]=[CH:38][C:39]([O:42][CH:43]2[CH2:47][CH2:46][CH2:45][CH2:44]2)=[N:40][CH:41]=1, predict the reaction product. The product is: [Cl:15][C:14]1[C:13]2[C:8](=[CH:9][CH:10]=[C:11]([C:36]3[CH:41]=[N:40][C:39]([O:42][CH:43]4[CH2:47][CH2:46][CH2:45][CH2:44]4)=[CH:38][CH:37]=3)[CH:12]=2)[N:7]([C:25]2[CH:30]=[CH:29][C:28]([O:31][CH:32]([CH3:33])[CH3:34])=[CH:27][CH:26]=2)[C:6]=1[C:4]([OH:3])=[O:5]. (2) Given the reactants [Br:1][CH:2](O)[CH2:3][CH2:4][CH2:5][CH2:6][CH2:7][CH2:8][CH2:9][CH2:10][CH2:11][CH2:12][CH3:13].[Si:15](Cl)([C:28]([CH3:31])([CH3:30])[CH3:29])([C:22]1[CH:27]=[CH:26][CH:25]=[CH:24][CH:23]=1)[C:16]1[CH:21]=[CH:20][CH:19]=[CH:18][CH:17]=1.N1C=CN=C1.[OH2:38], predict the reaction product. The product is: [Br:1][CH2:2][CH2:3][CH2:4][CH2:5][CH2:6][CH2:7][CH2:8][CH2:9][CH2:10][CH2:11][CH2:12][CH2:13][O:38][Si:15]([C:28]([CH3:31])([CH3:30])[CH3:29])([C:22]1[CH:23]=[CH:24][CH:25]=[CH:26][CH:27]=1)[C:16]1[CH:21]=[CH:20][CH:19]=[CH:18][CH:17]=1. (3) The product is: [K:1].[CH3:5][O:6][CH2:7][CH2:8][O:9][C:10]1[CH:15]=[C:14]([CH2:16][C:20](=[O:26])[C:21]([O:23][CH2:24][CH3:25])=[O:22])[C:13]([N+:17]([O-:19])=[O:18])=[CH:12][N:11]=1. Given the reactants [K:1].CCO.[CH3:5][O:6][CH2:7][CH2:8][O:9][C:10]1[CH:15]=[C:14]([CH3:16])[C:13]([N+:17]([O-:19])=[O:18])=[CH:12][N:11]=1.[C:20](OCC)(=[O:26])[C:21]([O:23][CH2:24][CH3:25])=[O:22], predict the reaction product. (4) Given the reactants [N:1]1[C:10]2[C:5](=[CH:6][CH:7]=[CH:8][CH:9]=2)[CH:4]=[C:3](B(O)O)[CH:2]=1.[O-]P([O-])([O-])=O.[K+].[K+].[K+].C(Cl)Cl.[CH3:25][O:26][C:27]([CH:29]1[CH2:34][CH2:33][CH:32]([C:35]2[CH:40]=[C:39]([N:41]([CH2:50][O:51][CH2:52][CH2:53][Si:54]([CH3:57])([CH3:56])[CH3:55])[CH2:42][O:43][CH2:44][CH2:45][Si:46]([CH3:49])([CH3:48])[CH3:47])[N:38]3[N:58]=[CH:59][C:60](I)=[C:37]3[N:36]=2)[CH2:31][CH2:30]1)=[O:28], predict the reaction product. The product is: [CH3:25][O:26][C:27]([CH:29]1[CH2:30][CH2:31][CH:32]([C:35]2[CH:40]=[C:39]([N:41]([CH2:50][O:51][CH2:52][CH2:53][Si:54]([CH3:57])([CH3:56])[CH3:55])[CH2:42][O:43][CH2:44][CH2:45][Si:46]([CH3:48])([CH3:49])[CH3:47])[N:38]3[N:58]=[CH:59][C:60]([C:3]4[CH:2]=[N:1][C:10]5[C:5]([CH:4]=4)=[CH:6][CH:7]=[CH:8][CH:9]=5)=[C:37]3[N:36]=2)[CH2:33][CH2:34]1)=[O:28]. (5) Given the reactants Br[CH2:2][CH2:3][CH2:4][CH2:5][O:6][C:7]1[C:8]2[N:9]([CH:13]=[CH:14][N:15]=2)[CH:10]=[CH:11][CH:12]=1.[Cl:16][C:17]1[C:22]([Cl:23])=[CH:21][CH:20]=[CH:19][C:18]=1[N:24]1[CH2:29][CH2:28][NH:27][CH2:26][CH2:25]1, predict the reaction product. The product is: [Cl:16][C:17]1[C:22]([Cl:23])=[CH:21][CH:20]=[CH:19][C:18]=1[N:24]1[CH2:29][CH2:28][N:27]([CH2:2][CH2:3][CH2:4][CH2:5][O:6][C:7]2[C:8]3[N:9]([CH:13]=[CH:14][N:15]=3)[CH:10]=[CH:11][CH:12]=2)[CH2:26][CH2:25]1. (6) Given the reactants [CH2:1]([O:8][C:9]1[CH:18]=[C:17]2[C:12]([CH:13]=[CH:14][N:15]=[C:16]2[OH:19])=[CH:11][N:10]=1)[C:2]1[CH:7]=[CH:6][CH:5]=[CH:4][CH:3]=1.CCN(CC)CC.[F:27][C:28]([F:41])([F:40])[S:29](O[S:29]([C:28]([F:41])([F:40])[F:27])(=[O:31])=[O:30])(=[O:31])=[O:30], predict the reaction product. The product is: [F:27][C:28]([F:41])([F:40])[S:29]([O:19][C:16]1[C:17]2[C:12](=[CH:11][N:10]=[C:9]([O:8][CH2:1][C:2]3[CH:3]=[CH:4][CH:5]=[CH:6][CH:7]=3)[CH:18]=2)[CH:13]=[CH:14][N:15]=1)(=[O:31])=[O:30]. (7) Given the reactants CC1(C)[O:6][C@H:5]([CH2:7][N:8]2[CH:12]=[CH:11][C:10]([NH:13][C:14](=[O:40])[CH:15]([N:26]3[CH2:30][C:29]([O:31][C:32]4[CH:37]=[CH:36][CH:35]=[CH:34][C:33]=4[Cl:38])=[CH:28][C:27]3=[O:39])[CH2:16][CH:17]([C:22]([F:25])([F:24])[F:23])[C:18]([F:21])([F:20])[F:19])=[N:9]2)[CH2:4][O:3]1.O.C1(C)C=CC(S(O)(=O)=O)=CC=1, predict the reaction product. The product is: [OH:6][C@@H:5]([CH2:4][OH:3])[CH2:7][N:8]1[CH:12]=[CH:11][C:10]([NH:13][C:14](=[O:40])[CH:15]([N:26]2[CH2:30][C:29]([O:31][C:32]3[CH:37]=[CH:36][CH:35]=[CH:34][C:33]=3[Cl:38])=[CH:28][C:27]2=[O:39])[CH2:16][CH:17]([C:22]([F:23])([F:25])[F:24])[C:18]([F:20])([F:19])[F:21])=[N:9]1. (8) Given the reactants [CH3:1][N:2]1[CH:7]=[C:6](B2OC(C)(C)C(C)(C)O2)[CH:5]=[C:4]([NH:17][C:18]2[CH:23]=[CH:22][C:21]([C:24]([N:26]3[CH2:31][CH2:30][O:29][CH2:28][CH2:27]3)=[O:25])=[CH:20][N:19]=2)[C:3]1=[O:32].Br[C:34]1[CH:41]=[CH:40][CH:39]=[C:38]([N:42]2[N:51]=[CH:50][C:49]3[C:44](=[CH:45][CH:46]=[C:47]([C:52]([CH3:55])([CH3:54])[CH3:53])[CH:48]=3)[C:43]2=[O:56])[C:35]=1[CH:36]=[O:37].O1CCOCC1.C(=O)([O-])[O-].[Cs+].[Cs+], predict the reaction product. The product is: [C:52]([C:47]1[CH:48]=[C:49]2[C:44](=[CH:45][CH:46]=1)[C:43](=[O:56])[N:42]([C:38]1[CH:39]=[CH:40][CH:41]=[C:34]([C:6]3[CH:5]=[C:4]([NH:17][C:18]4[CH:23]=[CH:22][C:21]([C:24]([N:26]5[CH2:27][CH2:28][O:29][CH2:30][CH2:31]5)=[O:25])=[CH:20][N:19]=4)[C:3](=[O:32])[N:2]([CH3:1])[CH:7]=3)[C:35]=1[CH:36]=[O:37])[N:51]=[CH:50]2)([CH3:55])([CH3:53])[CH3:54]. (9) Given the reactants [NH:1]1[C:9]2[C:4](=[CH:5][CH:6]=[CH:7][CH:8]=2)[C:3]([C:10]([O:12][CH2:13][C:14]23[CH2:21][CH2:20][N:17]([CH2:18][CH2:19]2)[CH2:16][CH2:15]3)=[O:11])=C1.[NH:22]1C2C(=CC=CC=2)C(C(Cl)=O)=N1, predict the reaction product. The product is: [NH:1]1[C:9]2[C:4](=[CH:5][CH:6]=[CH:7][CH:8]=2)[C:3]([C:10]([O:12][CH2:13][C:14]23[CH2:21][CH2:20][N:17]([CH2:18][CH2:19]2)[CH2:16][CH2:15]3)=[O:11])=[N:22]1.